This data is from Catalyst prediction with 721,799 reactions and 888 catalyst types from USPTO. The task is: Predict which catalyst facilitates the given reaction. (1) Reactant: [NH2:1][C:2]1[CH:10]=[CH:9][CH:8]=[C:7]([F:11])[C:3]=1[C:4]([NH2:6])=[O:5].[Br:12][C:13]1[CH:14]=[N:15][NH:16][C:17]=1[CH:18]=O. Product: [Br:12][C:13]1[CH:14]=[N:15][NH:16][C:17]=1[C:18]1[NH:6][C:4](=[O:5])[C:3]2[C:2](=[CH:10][CH:9]=[CH:8][C:7]=2[F:11])[N:1]=1. The catalyst class is: 44. (2) Reactant: [CH2:1]([OH:12])[C@H:2]([C@H:4]([C@@H:6]([C@@H:8]([CH2:10][OH:11])[OH:9])[OH:7])[OH:5])[OH:3].[NH2:13][C@H:14]([C:19]([OH:21])=[O:20])[C@H:15]([CH2:17][CH3:18])[CH3:16]. Product: [CH2:10]([OH:11])[C@H:8]([C@H:6]([C@@H:4]([C@@H:2]([CH2:1][OH:12])[OH:3])[OH:5])[OH:7])[OH:9].[NH2:13][C@H:14]([C:19]([OH:21])=[O:20])[C@H:15]([CH2:17][CH3:18])[CH3:16]. The catalyst class is: 6. (3) Product: [CH3:15][O:16][C:17](=[O:38])[CH:18]=[CH:7][C:4]1[CH:5]=[CH:6][C:1]([C:9]2[CH:14]=[CH:13][CH:12]=[CH:11][CH:10]=2)=[CH:2][CH:3]=1. The catalyst class is: 23. Reactant: [C:1]1([C:9]2[CH:14]=[CH:13][CH:12]=[CH:11][CH:10]=2)[CH:6]=[CH:5][C:4]([CH:7]=O)=[CH:3][CH:2]=1.[CH3:15][O:16][C:17](=[O:38])[CH:18]=P(C1C=CC=CC=1)(C1C=CC=CC=1)C1C=CC=CC=1. (4) Reactant: Cl[CH2:2][C:3]1[N:7]=[C:6]([C:8]2[CH:13]=[CH:12][CH:11]=[C:10]([Cl:14])[CH:9]=2)[O:5][N:4]=1.[Li+].[Br-:16].CC(=O)OCC. Product: [Br:16][CH2:2][C:3]1[N:7]=[C:6]([C:8]2[CH:13]=[CH:12][CH:11]=[C:10]([Cl:14])[CH:9]=2)[O:5][N:4]=1. The catalyst class is: 1. (5) Reactant: [OH:1]/[N:2]=[C:3](\[C:10]#[N:11])/[C:4]1[CH:9]=[CH:8][CH:7]=[CH:6][CH:5]=1.[CH3:12][C:13]1[CH:18]=[CH:17][C:16]([S:19](Cl)(=[O:21])=[O:20])=[CH:15][CH:14]=1. Product: [S:19]([O:1]/[N:2]=[C:3](\[C:10]#[N:11])/[C:4]1[CH:9]=[CH:8][CH:7]=[CH:6][CH:5]=1)([C:16]1[CH:17]=[CH:18][C:13]([CH3:12])=[CH:14][CH:15]=1)(=[O:21])=[O:20]. The catalyst class is: 260. (6) The catalyst class is: 5. Product: [CH3:1][O:2][C:3](=[O:16])[C:4]1[CH:9]=[CH:8][C:7]([CH2:10][OH:11])=[N:6][C:5]=1[Cl:15]. Reactant: [CH3:1][O:2][C:3](=[O:16])[C:4]1[CH:9]=[CH:8][C:7]([CH2:10][O:11]C(=O)C)=[N:6][C:5]=1[Cl:15].C(=O)([O-])[O-].[K+].[K+]. (7) Reactant: [Br:1][C:2]1[CH:7]=[CH:6][C:5]([OH:8])=[CH:4][CH:3]=1.C([O-])([O-])=O.[K+].[K+].Br[CH2:16][C:17]#[N:18]. Product: [Br:1][C:2]1[CH:7]=[CH:6][C:5]([O:8][CH2:16][C:17]#[N:18])=[CH:4][CH:3]=1. The catalyst class is: 47.